This data is from Reaction yield outcomes from USPTO patents with 853,638 reactions. The task is: Predict the reaction yield, written as a fraction of the theoretical maximum amount of product (1.0 means a 100% yield; for example, 0.34 means a 34% yield). The reactants are [C:1]1([CH:7]2[CH2:14][CH:10]3[CH2:11][NH:12][CH2:13][CH:9]3[CH2:8]2)[CH:6]=[CH:5][CH:4]=[CH:3][CH:2]=1.C(N)C.[N:18]([C:21]1[CH:26]=[CH:25][C:24]([O:27][CH3:28])=[CH:23][CH:22]=1)=[C:19]=[O:20]. The catalyst is ClCCl.O. The product is [CH3:28][O:27][C:24]1[CH:25]=[CH:26][C:21]([NH:18][C:19]([N:12]2[CH2:13][CH:9]3[CH2:8][CH:7]([C:1]4[CH:2]=[CH:3][CH:4]=[CH:5][CH:6]=4)[CH2:14][CH:10]3[CH2:11]2)=[O:20])=[CH:22][CH:23]=1. The yield is 0.580.